Dataset: Reaction yield outcomes from USPTO patents with 853,638 reactions. Task: Predict the reaction yield, written as a fraction of the theoretical maximum amount of product (1.0 means a 100% yield; for example, 0.34 means a 34% yield). The reactants are [C:1]([C:3]1[CH:4]=[C:5]([C:9]2[CH:10]=[CH:11][C:12]3[O:16][C:15]([C:17]4[CH:22]=[CH:21][C:20]([F:23])=[CH:19][CH:18]=4)=[C:14]([C:24]([NH:26][CH3:27])=[O:25])[C:13]=3[CH:28]=2)[CH:6]=[CH:7][CH:8]=1)#[N:2].N[C@H:30]([C:33]1[CH:38]=[CH:37][CH:36]=[CH:35][CH:34]=1)[CH2:31][OH:32]. The catalyst is C1(Cl)C=CC=CC=1.[Cl-].[Zn+2].[Cl-]. The product is [F:23][C:20]1[CH:21]=[CH:22][C:17]([C:15]2[O:16][C:12]3[CH:11]=[CH:10][C:9]([C:5]4[CH:6]=[CH:7][CH:8]=[C:3]([C:1]5[O:32][CH2:31][C@@H:30]([C:33]6[CH:38]=[CH:37][CH:36]=[CH:35][CH:34]=6)[N:2]=5)[CH:4]=4)=[CH:28][C:13]=3[C:14]=2[C:24]([NH:26][CH3:27])=[O:25])=[CH:18][CH:19]=1. The yield is 0.130.